From a dataset of Forward reaction prediction with 1.9M reactions from USPTO patents (1976-2016). Predict the product of the given reaction. (1) Given the reactants [CH2:1]([O:8][C@:9]1([CH3:26])[C@H:12]([C@H:13]([OH:16])CO)[N:11]([C:17]2[CH:22]=[CH:21][C:20]([O:23][CH3:24])=[CH:19][CH:18]=2)[C:10]1=[O:25])[C:2]1[CH:7]=[CH:6][CH:5]=[CH:4][CH:3]=1.O.I([O-])(=O)(=O)=O.[Na+], predict the reaction product. The product is: [CH2:1]([O:8][C@:9]1([CH3:26])[C@H:12]([CH:13]=[O:16])[N:11]([C:17]2[CH:18]=[CH:19][C:20]([O:23][CH3:24])=[CH:21][CH:22]=2)[C:10]1=[O:25])[C:2]1[CH:7]=[CH:6][CH:5]=[CH:4][CH:3]=1. (2) Given the reactants Cl.[CH2:2]([O:4][C:5]([N:7]1[CH2:12][CH2:11][N:10]([CH2:13][CH:14]([C:16]2[CH:21]=[CH:20][C:19]([F:22])=[CH:18][CH:17]=2)O)[CH2:9][CH2:8]1)=[O:6])[CH3:3].S(Cl)([Cl:25])=O, predict the reaction product. The product is: [CH2:2]([O:4][C:5]([N:7]1[CH2:12][CH2:11][N:10]([CH2:13][CH:14]([Cl:25])[C:16]2[CH:21]=[CH:20][C:19]([F:22])=[CH:18][CH:17]=2)[CH2:9][CH2:8]1)=[O:6])[CH3:3]. (3) Given the reactants [Cl:1][C:2]1[C:7]2[N:8]([CH2:11][C:12]([OH:14])=O)[CH:9]=[N:10][C:6]=2[CH:5]=[CH:4][C:3]=1[F:15].[NH2:16][C@H:17]([C:19]1[CH:24]=[CH:23][C:22]([C:25]([CH3:29])([CH3:28])[C:26]#[N:27])=[CH:21][CH:20]=1)[CH3:18].CCN(CC)CC.CN(C(ON1N=NC2C=CC=NC1=2)=[N+](C)C)C.F[P-](F)(F)(F)(F)F, predict the reaction product. The product is: [Cl:1][C:2]1[C:7]2[N:8]([CH2:11][C:12]([NH:16][C@H:17]([C:19]3[CH:24]=[CH:23][C:22]([C:25]([C:26]#[N:27])([CH3:28])[CH3:29])=[CH:21][CH:20]=3)[CH3:18])=[O:14])[CH:9]=[N:10][C:6]=2[CH:5]=[CH:4][C:3]=1[F:15]. (4) Given the reactants [Cl:1][C:2]1[CH:7]=[CH:6][N:5]=[C:4]([C:8]2[CH:9]=[C:10]([CH:13]=[O:14])[S:11][CH:12]=2)[CH:3]=1.[CH3:15][Mg]Br.O, predict the reaction product. The product is: [Cl:1][C:2]1[CH:7]=[CH:6][N:5]=[C:4]([C:8]2[CH:9]=[C:10]([CH:13]([OH:14])[CH3:15])[S:11][CH:12]=2)[CH:3]=1. (5) Given the reactants Cl[C:2]1[N:7]=[C:6]([CH:8]([CH3:14])[C:9]([O:11][CH2:12][CH3:13])=[O:10])[CH:5]=[CH:4][CH:3]=1.[F:15][C:16]([F:27])([F:26])[C:17]1[CH:18]=[C:19](B(O)O)[CH:20]=[CH:21][CH:22]=1.C([O-])([O-])=O.[Cs+].[Cs+].O, predict the reaction product. The product is: [F:15][C:16]([F:27])([F:26])[C:17]1[CH:22]=[C:21]([C:2]2[N:7]=[C:6]([CH:8]([CH3:14])[C:9]([O:11][CH2:12][CH3:13])=[O:10])[CH:5]=[CH:4][CH:3]=2)[CH:20]=[CH:19][CH:18]=1. (6) Given the reactants [C:1]12([C:11](=[O:21])[CH2:12][S:13]([C:15]3[N:16]([CH3:20])[CH:17]=[CH:18][N:19]=3)=[O:14])[CH2:10][CH:5]3[CH2:6][CH:7]([CH2:9][CH:3]([CH2:4]3)[CH2:2]1)[CH2:8]2.C1C=C(Cl)C=C(C(OO)=[O:30])C=1, predict the reaction product. The product is: [C:1]12([C:11](=[O:21])[CH2:12][S:13]([C:15]3[N:16]([CH3:20])[CH:17]=[CH:18][N:19]=3)(=[O:30])=[O:14])[CH2:8][CH:7]3[CH2:9][CH:3]([CH2:4][CH:5]([CH2:6]3)[CH2:10]1)[CH2:2]2. (7) Given the reactants [Br:1][C:2]1[CH:3]=[CH:4][C:5](=[O:8])[NH:6][CH:7]=1.C([O-])([O-])=O.[K+].[K+].BrC[CH2:17][CH2:18][O:19][CH2:20]CCBr, predict the reaction product. The product is: [Br:1][C:2]1[CH:3]=[CH:4][C:5](=[O:8])[N:6]([CH2:17][CH2:18][O:19][CH3:20])[CH:7]=1.